This data is from Full USPTO retrosynthesis dataset with 1.9M reactions from patents (1976-2016). The task is: Predict the reactants needed to synthesize the given product. (1) Given the product [CH3:1][N:2]([C:17]1[CH:22]=[CH:21][CH:20]=[CH:19][N:18]=1)[CH:3]1[CH2:8][CH2:7][N:6]([C:9]([O:11][C:12]([CH3:15])([CH3:14])[CH3:13])=[O:10])[CH2:5][CH2:4]1, predict the reactants needed to synthesize it. The reactants are: [CH3:1][NH:2][CH:3]1[CH2:8][CH2:7][N:6]([C:9]([O:11][C:12]([CH3:15])([CH3:14])[CH3:13])=[O:10])[CH2:5][CH2:4]1.Br[C:17]1[CH:22]=[CH:21][CH:20]=[CH:19][N:18]=1.C(N(CC)C(C)C)(C)C.C(=O)([O-])[O-].[K+].[K+]. (2) Given the product [Br:19][C:20]1[CH:25]=[N:24][C:23]2[C:26]3[CH:31]=[CH:30][C:29]([S:32]([CH3:35])(=[O:34])=[O:33])=[CH:28][C:27]=3[NH:36][C:22]=2[CH:21]=1, predict the reactants needed to synthesize it. The reactants are: BrC1C=NC2C3C=CC(C(OC)=O)=CC=3NC=2C=1.[Br:19][C:20]1[CH:21]=[C:22]([N+:36]([O-])=O)[C:23]([C:26]2[CH:31]=[CH:30][C:29]([S:32]([CH3:35])(=[O:34])=[O:33])=[CH:28][CH:27]=2)=[N:24][CH:25]=1. (3) Given the product [C:7]([C:6]1[CH:10]=[C:2]([Cl:1])[CH:3]=[CH:4][C:5]=1[S:11][C:23]1[CH:31]=[CH:30][C:29]([F:32])=[CH:28][C:24]=1[C:25]([OH:27])=[O:26])([OH:9])=[O:8], predict the reactants needed to synthesize it. The reactants are: [Cl:1][C:2]1[CH:3]=[CH:4][C:5]([SH:11])=[C:6]([CH:10]=1)[C:7]([OH:9])=[O:8].SC1C=CC=CC=1C(O)=O.Br[C:23]1[CH:31]=[CH:30][C:29]([F:32])=[CH:28][C:24]=1[C:25]([OH:27])=[O:26]. (4) Given the product [CH3:8][C:7]([CH3:10])([CH3:9])[C@H:5]([NH:6][C:13]([O:15][C:16]1[CH:17]=[CH:18][C:19]([N+:22]([O-:24])=[O:23])=[CH:20][CH:21]=1)=[O:14])[C:4]([O:3][CH3:2])=[O:11], predict the reactants needed to synthesize it. The reactants are: Cl.[CH3:2][O:3][C:4](=[O:11])[C@H:5]([C:7]([CH3:10])([CH3:9])[CH3:8])[NH2:6].Cl[C:13]([O:15][C:16]1[CH:21]=[CH:20][C:19]([N+:22]([O-:24])=[O:23])=[CH:18][CH:17]=1)=[O:14].CN1CCOCC1. (5) Given the product [C:10]([C:2]1[CH:3]=[CH:4][C:5]([C:7]([Cl:16])=[O:8])=[CH:6][N:1]=1)([O:12][CH3:13])=[O:11], predict the reactants needed to synthesize it. The reactants are: [N:1]1[CH:6]=[C:5]([C:7]([O-])=[O:8])[CH:4]=[CH:3][C:2]=1[C:10]([O:12][CH3:13])=[O:11].S(Cl)([Cl:16])=O. (6) Given the product [NH:18]([C:1]([O:3][CH2:4][CH:5]1[C:6]2[C:11](=[CH:10][CH:9]=[CH:8][CH:7]=2)[C:12]2[C:17]1=[CH:16][CH:15]=[CH:14][CH:13]=2)=[O:2])[CH2:19][CH2:20][C:21]([OH:23])=[O:22].[NH2:37][CH:38]([CH2:41][OH:42])[CH2:39][OH:40], predict the reactants needed to synthesize it. The reactants are: [C:1]([NH:18][CH2:19][CH2:20][C:21]([OH:23])=[O:22])([O:3][CH2:4][CH:5]1[C:17]2[C:12](=[CH:13][CH:14]=[CH:15][CH:16]=2)[C:11]2[C:6]1=[CH:7][CH:8]=[CH:9][CH:10]=2)=[O:2].ON1C(=O)CCC1=O.CN(C=O)C.[NH2:37][CH:38]([CH2:41][OH:42])[CH2:39][OH:40]. (7) The reactants are: [CH3:1][C:2]1([CH3:37])[CH:7]2[CH2:8][CH:3]1[CH2:4][CH2:5][CH:6]2[NH:9][S:10]([C:13]1[CH:36]=[CH:35][C:16]([CH2:17][CH2:18][C:19]2([NH:27]C(=O)OC(C)(C)C)[CH2:24][O:23]C(C)(C)[O:21][CH2:20]2)=[CH:15][CH:14]=1)(=[O:12])=[O:11].C(OC(=O)NC1(CCC2C=CC(S(N3C4C(=CC=C(OC)C=4)C(C(=O)C4C=C(OC)C(OC)=C(OC)C=4)=C3)(=O)=O)=CC=2)COC(C)(C)OC1)(C)(C)C. Given the product [NH2:27][C:19]([CH2:20][OH:21])([CH2:24][OH:23])[CH2:18][CH2:17][C:16]1[CH:35]=[CH:36][C:13]([S:10]([NH:9][CH:6]2[CH2:5][CH2:4][CH:3]3[CH2:8][CH:7]2[C:2]3([CH3:37])[CH3:1])(=[O:12])=[O:11])=[CH:14][CH:15]=1, predict the reactants needed to synthesize it. (8) Given the product [C:44]([O:43][C:41]([CH2:40][O:21][C:19]1[CH:18]=[CH:17][C:16]2[C:12]([NH:11][C:9]([C@H:6]3[CH2:5][CH2:4][C@H:3]([N:2]([CH3:32])[CH3:1])[CH2:8][CH2:7]3)=[O:10])=[C:13]([C:22]([NH:24][C:25]3[CH:30]=[CH:29][C:28]([Cl:31])=[CH:27][N:26]=3)=[O:23])[O:14][C:15]=2[CH:20]=1)=[O:42])([CH3:47])([CH3:46])[CH3:45], predict the reactants needed to synthesize it. The reactants are: [CH3:1][N:2]([CH3:32])[C@H:3]1[CH2:8][CH2:7][C@H:6]([C:9]([NH:11][C:12]2[C:16]3[CH:17]=[CH:18][C:19]([OH:21])=[CH:20][C:15]=3[O:14][C:13]=2[C:22]([NH:24][C:25]2[CH:30]=[CH:29][C:28]([Cl:31])=[CH:27][N:26]=2)=[O:23])=[O:10])[CH2:5][CH2:4]1.C(=O)([O-])[O-].[Cs+].[Cs+].Br[CH2:40][C:41]([O:43][C:44]([CH3:47])([CH3:46])[CH3:45])=[O:42]. (9) Given the product [Br:1][C:2]1[CH:7]=[CH:6][C:5](/[C:8](=[N:14]\[O:15][CH2:16][C:17]2[CH:22]=[CH:21][C:20]([O:23][CH2:24][C:25]3[N:26]=[C:27]([C:31]4[CH:32]=[CH:33][CH:34]=[CH:35][CH:36]=4)[O:28][C:29]=3[CH3:30])=[CH:19][CH:18]=2)/[C:9]([OH:11])=[O:10])=[CH:4][CH:3]=1, predict the reactants needed to synthesize it. The reactants are: [Br:1][C:2]1[CH:7]=[CH:6][C:5](/[C:8](=[N:14]\[O:15][CH2:16][C:17]2[CH:22]=[CH:21][C:20]([O:23][CH2:24][C:25]3[N:26]=[C:27]([C:31]4[CH:36]=[CH:35][CH:34]=[CH:33][CH:32]=4)[O:28][C:29]=3[CH3:30])=[CH:19][CH:18]=2)/[C:9]([O:11]CC)=[O:10])=[CH:4][CH:3]=1.Cl. (10) Given the product [CH:36]1[C:37]2[N:38]([C:2]3[CH:26]=[CH:25][C:5]([CH2:6][N:7]4[CH:11]=[CH:10][N:9]=[C:8]4[C:12]4[N:13]([CH2:17][C:18]5[CH:23]=[CH:22][C:21]([N:47]6[C:26]7[CH:25]=[CH:5][CH:4]=[CH:3][C:2]=7[C:41]7[C:42]6=[CH:43][CH:44]=[CH:45][CH:46]=7)=[CH:20][CH:19]=5)[CH:14]=[CH:15][N:16]=4)=[CH:4][CH:3]=3)[C:39]3[C:31](=[CH:30][CH:29]=[CH:28][CH:27]=3)[C:32]=2[CH:33]=[CH:34][CH:35]=1, predict the reactants needed to synthesize it. The reactants are: Br[C:2]1[CH:26]=[CH:25][C:5]([CH2:6][N:7]2[CH:11]=[CH:10][N:9]=[C:8]2[C:12]2[N:13]([CH2:17][C:18]3[CH:23]=[CH:22][C:21](Br)=[CH:20][CH:19]=3)[CH:14]=[CH:15][N:16]=2)=[CH:4][CH:3]=1.[CH:27]1[C:39]2[NH:38][C:37]3[C:32](=[CH:33][CH:34]=[CH:35][CH:36]=3)[C:31]=2[CH:30]=[CH:29][CH:28]=1.N[CH:41]1[CH2:46][CH2:45][CH2:44][CH2:43][CH:42]1[NH2:47].[O-]P([O-])([O-])=O.[K+].[K+].[K+].